Task: Regression. Given a peptide amino acid sequence and an MHC pseudo amino acid sequence, predict their binding affinity value. This is MHC class I binding data.. Dataset: Peptide-MHC class I binding affinity with 185,985 pairs from IEDB/IMGT (1) The peptide sequence is NLFEIEWEE. The MHC is HLA-B27:03 with pseudo-sequence YHTEHREICAKTDEDTLYLNYHDYTWAVLAYEWY. The binding affinity (normalized) is 0.0847. (2) The peptide sequence is RLRDLLLIVTR. The MHC is HLA-B57:01 with pseudo-sequence HLA-B57:01. The binding affinity (normalized) is 0.381. (3) The peptide sequence is NYNGLLSSI. The MHC is HLA-A26:01 with pseudo-sequence HLA-A26:01. The binding affinity (normalized) is 0.0847. (4) The MHC is HLA-B48:01 with pseudo-sequence HLA-B48:01. The peptide sequence is TPRIANRLL. The binding affinity (normalized) is 0.0847. (5) The peptide sequence is YLPTQQDVL. The MHC is HLA-A02:03 with pseudo-sequence HLA-A02:03. The binding affinity (normalized) is 0.204. (6) The peptide sequence is YLPTQQDVL. The MHC is Patr-A0401 with pseudo-sequence Patr-A0401. The binding affinity (normalized) is 0.0697.